Dataset: Forward reaction prediction with 1.9M reactions from USPTO patents (1976-2016). Task: Predict the product of the given reaction. Given the reactants [Cl:1][C:2]1[C:7]([C:8]2[C:13]([F:14])=[CH:12][C:11]([F:15])=[CH:10][C:9]=2[F:16])=[C:6](Cl)[N:5]=[C:4]([C:18]2[CH:23]=[N:22][CH:21]=[CH:20][N:19]=2)[N:3]=1.[F:24][C:25]([F:30])([F:29])[C@@H:26]([NH2:28])[CH3:27], predict the reaction product. The product is: [Cl:1][C:2]1[N:3]=[C:4]([C:18]2[CH:23]=[N:22][CH:21]=[CH:20][N:19]=2)[N:5]=[C:6]([NH:28][C@@H:26]([CH3:27])[C:25]([F:30])([F:29])[F:24])[C:7]=1[C:8]1[C:9]([F:16])=[CH:10][C:11]([F:15])=[CH:12][C:13]=1[F:14].